From a dataset of Forward reaction prediction with 1.9M reactions from USPTO patents (1976-2016). Predict the product of the given reaction. Given the reactants [Cl:1][C:2]1[C:8](I)=[C:7]([Cl:10])[CH:6]=[CH:5][C:3]=1[NH2:4].C([O-])([O-])=O.[K+].[K+].CO[CH2:19][CH2:20]OC.O, predict the reaction product. The product is: [Cl:1][C:2]1[C:8]([CH:19]=[CH2:20])=[C:7]([Cl:10])[CH:6]=[CH:5][C:3]=1[NH2:4].